Dataset: NCI-60 drug combinations with 297,098 pairs across 59 cell lines. Task: Regression. Given two drug SMILES strings and cell line genomic features, predict the synergy score measuring deviation from expected non-interaction effect. Drug 1: CS(=O)(=O)CCNCC1=CC=C(O1)C2=CC3=C(C=C2)N=CN=C3NC4=CC(=C(C=C4)OCC5=CC(=CC=C5)F)Cl. Drug 2: B(C(CC(C)C)NC(=O)C(CC1=CC=CC=C1)NC(=O)C2=NC=CN=C2)(O)O. Cell line: UACC62. Synergy scores: CSS=46.5, Synergy_ZIP=0.819, Synergy_Bliss=0.926, Synergy_Loewe=-6.90, Synergy_HSA=1.44.